The task is: Predict the reaction yield, written as a fraction of the theoretical maximum amount of product (1.0 means a 100% yield; for example, 0.34 means a 34% yield).. This data is from Reaction yield outcomes from USPTO patents with 853,638 reactions. (1) The reactants are [NH2:1][C:2]1[CH:3]=[C:4]([C:8]2[CH2:9][CH2:10][N:11]([C:14]([O:16][C:17]([CH3:20])([CH3:19])[CH3:18])=[O:15])[CH2:12][CH:13]=2)[CH:5]=[CH:6][CH:7]=1. The catalyst is C(O)C.[Pd]. The product is [NH2:1][C:2]1[CH:3]=[C:4]([CH:8]2[CH2:9][CH2:10][N:11]([C:14]([O:16][C:17]([CH3:20])([CH3:19])[CH3:18])=[O:15])[CH2:12][CH2:13]2)[CH:5]=[CH:6][CH:7]=1. The yield is 0.840. (2) The reactants are [N:1]1[C:10]2[C:5](=[CH:6][CH:7]=[CH:8][CH:9]=2)[CH:4]=[C:3](/[CH:11]=[CH:12]\[CH2:13][OH:14])[CH:2]=1.[C:15]([O:22]C(OC(C)(C)C)=O)([O:17][C:18]([CH3:21])([CH3:20])[CH3:19])=[O:16].[OH-].[Na+]. The catalyst is S([O-])(O)(=O)=O.C([N+](CCCC)(CCCC)CCCC)CCC.C1(C)C=CC=CC=1.O.CCCCCCC. The product is [N:1]1[C:10]2[C:5](=[CH:6][CH:7]=[CH:8][CH:9]=2)[CH:4]=[C:3](/[CH:11]=[CH:12]\[CH2:13][OH:14])[CH:2]=1.[C:18]([O:17][C:15](=[O:16])[O-:22])([CH3:21])([CH3:20])[CH3:19]. The yield is 0.883. (3) The reactants are [Br:1][C:2]1[N:7]=[C:6](F)[C:5]([O:9][CH3:10])=[CH:4][CH:3]=1.[NH:11]1[CH2:16][CH2:15][CH2:14][C@H:13]([NH:17][C:18](=[O:24])[O:19][C:20]([CH3:23])([CH3:22])[CH3:21])[CH2:12]1.CN1CCOCC1.O. The catalyst is CN1CCCC1=O. The product is [Br:1][C:2]1[N:7]=[C:6]([N:11]2[CH2:16][CH2:15][CH2:14][C@H:13]([NH:17][C:18](=[O:24])[O:19][C:20]([CH3:22])([CH3:21])[CH3:23])[CH2:12]2)[C:5]([O:9][CH3:10])=[CH:4][CH:3]=1. The yield is 0.950. (4) The reactants are Br[CH2:2][C:3]1[S:7][CH:6]=[N:5][C:4]=1[C:8](=[O:10])[CH3:9].[SH:11][C:12]1[N:17]=[C:16]([OH:18])[CH:15]=[C:14]([C:19]([F:22])([F:21])[F:20])[N:13]=1.C(N(CC)CC)C. The catalyst is C(O)C. The product is [C:8]([C:4]1[N:5]=[CH:6][S:7][C:3]=1[CH2:2][S:11][C:12]1[N:17]=[C:16]([OH:18])[CH:15]=[C:14]([C:19]([F:22])([F:20])[F:21])[N:13]=1)(=[O:10])[CH3:9]. The yield is 0.340. (5) The reactants are [CH3:1][O:2][C:3]1[CH:8]=[CH:7][CH:6]=[CH:5][C:4]=1B(O)O.P([O-])([O-])([O-])=O.[K+].[K+].[K+].Cl[C:21]1[CH:26]=[CH:25][CH:24]=[CH:23][C:22]=1[C:27](=[O:29])[CH3:28]. The catalyst is C([O-])(=O)C.[Pd+2].C([O-])(=O)C.C(P(C(C)(C)C)C1C=CC=CC=1C1C=CC=CC=1)(C)(C)C.C1(C)C=CC=CC=1. The product is [CH3:1][O:2][C:3]1[CH:8]=[CH:7][CH:6]=[CH:5][C:4]=1[C:21]1[CH:26]=[CH:25][CH:24]=[CH:23][C:22]=1[C:27](=[O:29])[CH3:28]. The yield is 0.890.